From a dataset of Reaction yield outcomes from USPTO patents with 853,638 reactions. Predict the reaction yield, written as a fraction of the theoretical maximum amount of product (1.0 means a 100% yield; for example, 0.34 means a 34% yield). (1) The reactants are C([O:3][C:4](=O)[C:5]1[CH:10]=[CH:9][CH:8]=[C:7]([Br:11])[CH:6]=1)C.C(O)C.O.[NH2:17][NH2:18]. The catalyst is O. The product is [Br:11][C:7]1[CH:6]=[C:5]([CH:10]=[CH:9][CH:8]=1)[C:4]([NH:17][NH2:18])=[O:3]. The yield is 0.860. (2) The reactants are [CH:1]1([C:4]2[CH:5]=[CH:6][CH:7]=[C:8]3[C:13]=2[N:12]=[C:11]([C:14]([F:23])([F:22])[C:15]2[CH:20]=[CH:19][C:18]([F:21])=[CH:17][N:16]=2)[N:10]=[C:9]3SC)[CH2:3][CH2:2]1.ClC1C=CC=C(C(OO)=[O:34])C=1.S([O-])([O-])(=O)=S.[Na+].[Na+].C(=O)(O)[O-].[Na+].CC1NN=C(N)C=1. The catalyst is C(Cl)Cl.C1COCC1. The product is [CH:1]1([C:4]2[CH:5]=[CH:6][CH:7]=[C:8]3[C:13]=2[N:12]=[C:11]([C:14]([F:23])([F:22])[C:15]2[CH:20]=[CH:19][C:18]([F:21])=[CH:17][N:16]=2)[N:10]=[C:9]3[OH:34])[CH2:3][CH2:2]1. The yield is 0.370. (3) The reactants are Cl.[CH3:2][C@H:3]1[O:8][CH2:7][CH2:6][NH:5][CH2:4]1.C(N(C(C)C)C(C)C)C.[Br:18][C:19]1[CH:20]=[C:21]([C:35]([O:37][CH3:38])=[O:36])[CH:22]=[C:23]2[C:28]=1[O:27][C:26](S(CC)(=O)=O)=[CH:25][C:24]2=[O:34]. The catalyst is C(Cl)Cl. The product is [Br:18][C:19]1[CH:20]=[C:21]([C:35]([O:37][CH3:38])=[O:36])[CH:22]=[C:23]2[C:28]=1[O:27][C:26]([N:5]1[CH2:6][CH2:7][O:8][C@H:3]([CH3:2])[CH2:4]1)=[CH:25][C:24]2=[O:34]. The yield is 0.880. (4) The reactants are [CH2:1]([CH:8]1[CH2:13][CH2:12][N:11]([C:14](=[O:31])[C:15]([NH:17][C:18]2[C:27]([N+:28]([O-])=O)=[CH:26][C:21]3[NH:22][C:23](=[O:25])[O:24][C:20]=3[CH:19]=2)=[O:16])[CH2:10][CH2:9]1)[C:2]1[CH:7]=[CH:6][CH:5]=[CH:4][CH:3]=1. The catalyst is [Pd].CO. The product is [NH2:28][C:27]1[C:18]([NH:17][C:15](=[O:16])[C:14]([N:11]2[CH2:10][CH2:9][CH:8]([CH2:1][C:2]3[CH:3]=[CH:4][CH:5]=[CH:6][CH:7]=3)[CH2:13][CH2:12]2)=[O:31])=[CH:19][C:20]2[O:24][C:23](=[O:25])[NH:22][C:21]=2[CH:26]=1. The yield is 0.345. (5) The reactants are [CH3:1][C:2]1([CH3:11])[CH2:7][C:6]([CH3:9])([CH3:8])[CH2:5][C:4](=O)[CH2:3]1.[CH3:12][O:13][C:14]1[CH:32]=[CH:31][C:17]([C:18]([C:20]2[CH:25]=[CH:24][C:23]([NH:26][S:27]([CH3:30])(=[O:29])=[O:28])=[CH:22][CH:21]=2)=O)=[CH:16][CH:15]=1.C([O-])([O-])=O.[K+].[K+]. The catalyst is C1COCC1.O.[Ti](Cl)(Cl)(Cl)Cl.[Zn]. The product is [CH3:12][O:13][C:14]1[CH:32]=[CH:31][C:17]([C:18](=[C:4]2[CH2:3][C:2]([CH3:11])([CH3:1])[CH2:7][C:6]([CH3:9])([CH3:8])[CH2:5]2)[C:20]2[CH:25]=[CH:24][C:23]([NH:26][S:27]([CH3:30])(=[O:29])=[O:28])=[CH:22][CH:21]=2)=[CH:16][CH:15]=1. The yield is 0.710. (6) The reactants are C(OC([N:8]1[CH2:12][CH2:11][C@H:10]([CH:13]([O:18][C:19]2[C:20]([CH3:28])=[N:21][C:22]([O:25][CH2:26][CH3:27])=[CH:23][CH:24]=2)[CH2:14][CH:15]([CH3:17])[CH3:16])[CH2:9]1)=O)(C)(C)C.Cl. No catalyst specified. The product is [CH2:26]([O:25][C:22]1[N:21]=[C:20]([CH3:28])[C:19]([O:18][CH:13]([C@H:10]2[CH2:11][CH2:12][NH:8][CH2:9]2)[CH2:14][CH:15]([CH3:16])[CH3:17])=[CH:24][CH:23]=1)[CH3:27]. The yield is 0.210.